Dataset: Reaction yield outcomes from USPTO patents with 853,638 reactions. Task: Predict the reaction yield, written as a fraction of the theoretical maximum amount of product (1.0 means a 100% yield; for example, 0.34 means a 34% yield). (1) The reactants are [N+:1]([C:4]1[CH:12]=[CH:11][C:7]([C:8](Cl)=[O:9])=[CH:6][CH:5]=1)([O-:3])=[O:2].[NH2:13][C:14]1[S:18][C:17]([NH:19][C:20]2[CH:25]=[CH:24][C:23]([O:26][CH3:27])=[CH:22][CH:21]=2)=[N:16][C:15]=1[C:28]([NH2:30])=[O:29]. The catalyst is N1C=CC=CC=1. The product is [CH3:27][O:26][C:23]1[CH:24]=[CH:25][C:20]([NH:19][C:17]2[S:18][C:14]([NH:13][C:8](=[O:9])[C:7]3[CH:11]=[CH:12][C:4]([N+:1]([O-:3])=[O:2])=[CH:5][CH:6]=3)=[C:15]([C:28]([NH2:30])=[O:29])[N:16]=2)=[CH:21][CH:22]=1. The yield is 0.270. (2) The reactants are [Cl:1][C:2]1[CH:3]=[C:4]2[C:10](I)=[CH:9][N:8]([Si:12]([CH:19]([CH3:21])[CH3:20])([CH:16]([CH3:18])[CH3:17])[CH:13]([CH3:15])[CH3:14])[C:5]2=[N:6][CH:7]=1.C([Mg]Cl)(C)C.[Cl:27][C:28]1[CH:29]=[C:30]([CH:41]=[CH:42][CH:43]=1)[CH2:31][NH:32][C:33]1[CH:34]=[C:35]([CH:39]=[O:40])[N:36]([CH3:38])[N:37]=1. The catalyst is O1CCCC1. The product is [Cl:27][C:28]1[CH:29]=[C:30]([CH:41]=[CH:42][CH:43]=1)[CH2:31][NH:32][C:33]1[CH:34]=[C:35]([CH:39]([C:10]2[C:4]3[C:5](=[N:6][CH:7]=[C:2]([Cl:1])[CH:3]=3)[N:8]([Si:12]([CH:19]([CH3:21])[CH3:20])([CH:16]([CH3:18])[CH3:17])[CH:13]([CH3:15])[CH3:14])[CH:9]=2)[OH:40])[N:36]([CH3:38])[N:37]=1. The yield is 0.300. (3) The reactants are [Br:1][C:2]1[CH:3]=[CH:4][C:5]2[N:9]=[C:8](C(Cl)(Cl)Cl)[N:7]([C:14]3[CH:19]=[CH:18][N:17]=[C:16]([NH2:20])[N:15]=3)[C:6]=2[CH:21]=1.[F:22][CH2:23][CH2:24][OH:25].C(=O)([O-])[O-].[Cs+].[Cs+]. The catalyst is CN(C)C=O.O. The product is [Br:1][C:2]1[CH:3]=[CH:4][C:5]2[N:9]=[C:8]([O:25][CH2:24][CH2:23][F:22])[N:7]([C:14]3[CH:19]=[CH:18][N:17]=[C:16]([NH2:20])[N:15]=3)[C:6]=2[CH:21]=1. The yield is 0.790. (4) The reactants are [CH:1]1([N:8]2[C:12]3[N:13]=[C:14]([NH:17][C:18]4[CH:26]=[CH:25][C:21]([C:22](O)=[O:23])=[CH:20][N:19]=4)[N:15]=[CH:16][C:11]=3[CH:10]=[C:9]2[C:27](=[O:31])[N:28]([CH3:30])[CH3:29])[CH2:7][CH2:6][CH2:5][CH2:4][CH2:3][CH2:2]1.[CH:32]12[N:39]([C:40](=[O:42])[CH3:41])[CH:36]([CH2:37][CH2:38]1)[CH2:35][NH:34][CH2:33]2. No catalyst specified. The product is [C:40]([N:39]1[CH:36]2[CH2:37][CH2:38][CH:32]1[CH2:33][N:34]([C:22]([C:21]1[CH:25]=[CH:26][C:18]([NH:17][C:14]3[N:15]=[CH:16][C:11]4[CH:10]=[C:9]([C:27]([N:28]([CH3:29])[CH3:30])=[O:31])[N:8]([CH:1]5[CH2:7][CH2:6][CH2:5][CH2:4][CH2:3][CH2:2]5)[C:12]=4[N:13]=3)=[N:19][CH:20]=1)=[O:23])[CH2:35]2)(=[O:42])[CH3:41]. The yield is 0.880. (5) The reactants are CN(CCN(C)C)C.[Cl:9][C:10]1[CH:15]=[CH:14][C:13]([NH:16][C:17](=[O:22])[C:18]([CH3:21])([CH3:20])[CH3:19])=[CH:12][CH:11]=1.[Li]CCCC.C[O:29][C:30](=O)[C:31]([F:34])([F:33])[F:32].Cl. The catalyst is CCOCC. The product is [Cl:9][C:10]1[CH:11]=[CH:12][C:13]([NH:16][C:17](=[O:22])[C:18]([CH3:19])([CH3:21])[CH3:20])=[C:14]([C:30](=[O:29])[C:31]([F:34])([F:33])[F:32])[CH:15]=1. The yield is 0.750. (6) The reactants are [CH2:1]([O:3][C:4](=[O:23])[CH:5]([C:7]1[N:8](C(OC(C)(C)C)=O)[C:9]2[C:14]([CH:15]=1)=[CH:13][CH:12]=[CH:11][CH:10]=2)[CH3:6])[CH3:2]. The catalyst is ClCCl.C(O)(C(F)(F)F)=O. The product is [NH:8]1[C:9]2[C:14](=[CH:13][CH:12]=[CH:11][CH:10]=2)[CH:15]=[C:7]1[CH:5]([CH3:6])[C:4]([O:3][CH2:1][CH3:2])=[O:23]. The yield is 0.500. (7) The reactants are C(N(CC)CC)C.[F:8][C:9]1[CH:10]=[C:11]2[C:15](=[CH:16][CH:17]=1)[N:14](C(OC(C)(C)C)=O)[CH:13]=[C:12]2[CH:25]=[O:26].[CH3:27][O:28][C:29]1[CH:30]=[C:31]([CH:40]=[CH:41][CH:42]=1)[N:32]=[CH:33][C:34]1[CH:35]=[N:36][CH:37]=[CH:38][CH:39]=1. The catalyst is [Cl-].C([N+]1C(C)=C(CCO)SC=1)C1C=CC=CC=1.C(O)C. The product is [F:8][C:9]1[CH:10]=[C:11]2[C:15](=[CH:16][CH:17]=1)[NH:14][CH:13]=[C:12]2[C:25](=[O:26])[CH:33]([NH:32][C:31]1[CH:40]=[CH:41][CH:42]=[C:29]([O:28][CH3:27])[CH:30]=1)[C:34]1[CH:35]=[N:36][CH:37]=[CH:38][CH:39]=1. The yield is 0.190.